From a dataset of Reaction yield outcomes from USPTO patents with 853,638 reactions. Predict the reaction yield, written as a fraction of the theoretical maximum amount of product (1.0 means a 100% yield; for example, 0.34 means a 34% yield). (1) The reactants are [NH2:1][CH2:2][C:3]1[CH:4]=[C:5]([NH:9][C:10](=[O:16])[O:11][C:12]([CH3:15])([CH3:14])[CH3:13])[CH:6]=[CH:7][CH:8]=1.[Cl:17][C:18]1[N:23]=[C:22](Cl)[C:21]([Cl:25])=[CH:20][N:19]=1.C(=O)([O-])[O-].[K+].[K+]. The catalyst is CN(C)C=O. The product is [C:12]([O:11][C:10](=[O:16])[NH:9][C:5]1[CH:6]=[CH:7][CH:8]=[C:3]([CH2:2][NH:1][C:20]2[C:21]([Cl:25])=[CH:22][N:23]=[C:18]([Cl:17])[N:19]=2)[CH:4]=1)([CH3:13])([CH3:15])[CH3:14]. The yield is 0.900. (2) The reactants are [CH:1]1[C:13]2[CH:12]([CH2:14][O:15]C(Cl)=O)[C:11]3[C:6](=[CH:7][CH:8]=[CH:9][CH:10]=3)[C:5]=2[CH:4]=[CH:3][CH:2]=1.[NH2:19][C@H:20]1[CH2:43][CH2:42][C@@:41]2([CH3:44])[C@H:22]([CH2:23][CH2:24][C@@H:25]3[C@@H:40]2[CH2:39][CH2:38][C@@:37]2([CH3:45])[C@H:26]3[CH2:27][CH2:28][C@@H:29]2[C@H:30]([CH3:36])[CH2:31][CH2:32][C:33]([OH:35])=[O:34])[CH2:21]1.O. The catalyst is O1CCOCC1.C([O-])([O-])=O.[Na+].[Na+]. The product is [CH:1]1[C:13]2[CH:12]([CH2:14][O:15][NH:19][C@H:20]3[CH2:43][CH2:42][C@@:41]4([CH3:44])[C@H:22]([CH2:23][CH2:24][C@@H:25]5[C@@H:40]4[CH2:39][CH2:38][C@@:37]4([CH3:45])[C@H:26]5[CH2:27][CH2:28][C@@H:29]4[C@H:30]([CH3:36])[CH2:31][CH2:32][C:33]([OH:35])=[O:34])[CH2:21]3)[C:11]3[C:6](=[CH:7][CH:8]=[CH:9][CH:10]=3)[C:5]=2[CH:4]=[CH:3][CH:2]=1. The yield is 0.690. (3) The reactants are [NH2:1][C:2]1[N:7]=[CH:6][C:5]([C:8]([F:15])([F:14])[C:9]([O:11]CC)=[O:10])=[CH:4][N:3]=1.O.[OH-].[Li+]. The catalyst is C(O)C.O1CCCC1.O. The product is [NH2:1][C:2]1[N:3]=[CH:4][C:5]([C:8]([F:15])([F:14])[C:9]([OH:11])=[O:10])=[CH:6][N:7]=1. The yield is 0.690. (4) The reactants are [C:1]([N:4]1[C:9]2=[CH:10][CH:11]=[C:12]3[C:17]([N:16]=[C:15]([CH:18]([CH3:20])[CH3:19])[N:14]([C:21]4[CH:26]=[CH:25][C:24]([Cl:27])=[CH:23][CH:22]=4)[C:13]3=[O:28])=[C:8]2[CH:7]([C:29]([CH3:31])=[CH2:30])[CH2:6][CH2:5]1)(=[O:3])[CH3:2]. The catalyst is CCCCCC.C(OCC)(=O)C.[Pd]. The product is [C:1]([N:4]1[C:9]2=[CH:10][CH:11]=[C:12]3[C:17]([N:16]=[C:15]([CH:18]([CH3:20])[CH3:19])[N:14]([C:21]4[CH:22]=[CH:23][C:24]([Cl:27])=[CH:25][CH:26]=4)[C:13]3=[O:28])=[C:8]2[CH:7]([CH:29]([CH3:31])[CH3:30])[CH2:6][CH2:5]1)(=[O:3])[CH3:2]. The yield is 0.840. (5) The reactants are [I:1][C:2]1[CH:7]=[CH:6][C:5]([N:8]2[CH2:13][CH2:12][NH:11][CH2:10][CH2:9]2)=[CH:4][CH:3]=1.[CH3:14][C:15]([CH3:17])=O.[BH-](OC(C)=O)(OC(C)=O)OC(C)=O.[Na+].CC(O)=O. The catalyst is ClCCCl.C1COCC1. The product is [I:1][C:2]1[CH:3]=[CH:4][C:5]([N:8]2[CH2:13][CH2:12][N:11]([CH:15]([CH3:17])[CH3:14])[CH2:10][CH2:9]2)=[CH:6][CH:7]=1. The yield is 0.850. (6) The reactants are [Cl:1][C:2]1[CH:7]=[CH:6][C:5]([N+:8]([O-])=O)=[CH:4][C:3]=1[C:11]1[CH:16]=[CH:15][C:14]([CH3:17])=[CH:13][N:12]=1.Cl[Sn]Cl.Cl. The catalyst is CCO. The product is [Cl:1][C:2]1[CH:7]=[CH:6][C:5]([NH2:8])=[CH:4][C:3]=1[C:11]1[CH:16]=[CH:15][C:14]([CH3:17])=[CH:13][N:12]=1. The yield is 0.760.